Dataset: Full USPTO retrosynthesis dataset with 1.9M reactions from patents (1976-2016). Task: Predict the reactants needed to synthesize the given product. (1) Given the product [CH2:28]([O:27][C:7]1[CH:6]=[CH:5][C:4]([C:1](=[O:3])[CH2:2][Br:35])=[CH:26][C:8]=1[C:9]([NH:11][C:12]1[CH:17]=[C:16]([C:18]([F:20])([F:19])[F:21])[CH:15]=[C:14]([C:22]([F:25])([F:24])[F:23])[CH:13]=1)=[O:10])[C:29]1[CH:34]=[CH:33][CH:32]=[CH:31][CH:30]=1, predict the reactants needed to synthesize it. The reactants are: [C:1]([C:4]1[CH:5]=[CH:6][C:7]([O:27][CH2:28][C:29]2[CH:34]=[CH:33][CH:32]=[CH:31][CH:30]=2)=[C:8]([CH:26]=1)[C:9]([NH:11][C:12]1[CH:17]=[C:16]([C:18]([F:21])([F:20])[F:19])[CH:15]=[C:14]([C:22]([F:25])([F:24])[F:23])[CH:13]=1)=[O:10])(=[O:3])[CH3:2].[Br-:35].[Br-].[Br-].C1([N+](C)(C)C)C=CC=CC=1.C1([N+](C)(C)C)C=CC=CC=1.C1([N+](C)(C)C)C=CC=CC=1.O. (2) Given the product [CH3:9][O:10][CH2:11][CH2:12][N:13]1[CH:7]([C:4]2[CH:3]=[C:2]([CH3:1])[O:6][N:5]=2)[CH:15]([C:14]([NH:31][C:30]2[CH:32]=[CH:33][CH:34]=[C:28]([O:27][CH3:26])[CH:29]=2)=[O:25])[C:16]2[C:17](=[CH:21][CH:22]=[CH:23][CH:24]=2)[C:18]1=[O:20], predict the reactants needed to synthesize it. The reactants are: [CH3:1][C:2]1[O:6][N:5]=[C:4]([CH:7]=O)[CH:3]=1.[CH3:9][O:10][CH2:11][CH2:12][NH2:13].[C:14]1(=[O:25])[O:20][C:18](=O)[C:17]2=[CH:21][CH:22]=[CH:23][CH:24]=[C:16]2[CH2:15]1.[CH3:26][O:27][C:28]1[CH:29]=[C:30]([CH:32]=[CH:33][CH:34]=1)[NH2:31].